From a dataset of Merck oncology drug combination screen with 23,052 pairs across 39 cell lines. Regression. Given two drug SMILES strings and cell line genomic features, predict the synergy score measuring deviation from expected non-interaction effect. Drug 1: CN(Cc1cnc2nc(N)nc(N)c2n1)c1ccc(C(=O)NC(CCC(=O)O)C(=O)O)cc1. Synergy scores: synergy=-7.56. Cell line: NCIH23. Drug 2: CC1(c2nc3c(C(N)=O)cccc3[nH]2)CCCN1.